From a dataset of Full USPTO retrosynthesis dataset with 1.9M reactions from patents (1976-2016). Predict the reactants needed to synthesize the given product. (1) Given the product [CH3:1][N:2]([CH3:26])[CH2:3][CH2:4][N:5]([CH3:25])[C:6]1[S:7][C:8]2[CH:14]=[C:13]([NH:15][C:16]([C:17]3[C:22]([C:29]4[CH:30]=[CH:31][C:32]([F:34])=[CH:33][C:28]=4[Cl:27])=[CH:21][CH:20]=[CH:19][CH:18]=3)=[O:24])[CH:12]=[CH:11][C:9]=2[N:10]=1, predict the reactants needed to synthesize it. The reactants are: [CH3:1][N:2]([CH3:26])[CH2:3][CH2:4][N:5]([CH3:25])[C:6]1[S:7][C:8]2[CH:14]=[C:13]([NH:15][C:16](=[O:24])[C:17]3[CH:22]=[CH:21][C:20](I)=[CH:19][CH:18]=3)[CH:12]=[CH:11][C:9]=2[N:10]=1.[Cl:27][C:28]1[CH:33]=[C:32]([F:34])[CH:31]=[CH:30][C:29]=1B1OC(C)(C)C(C)(C)O1. (2) Given the product [CH3:1][O:2][C:3]1[CH:4]=[C:5]([C@H:11]([CH3:25])[C:12]([N:14]2[C@@H:18]([CH:19]([CH3:20])[CH3:21])[CH2:17][O:16][C:15]2=[O:22])=[O:13])[CH:6]=[C:7]([O:9][CH3:10])[CH:8]=1, predict the reactants needed to synthesize it. The reactants are: [CH3:1][O:2][C:3]1[CH:4]=[C:5]([CH2:11][C:12]([N:14]2[C@@H:18]([CH:19]([CH3:21])[CH3:20])[CH2:17][O:16][C:15]2=[O:22])=[O:13])[CH:6]=[C:7]([O:9][CH3:10])[CH:8]=1.IC.[CH3:25]CCCCC. (3) Given the product [CH2:23]([C@H:15]([NH:14][C:9]([C:7]1[NH:6][C:5]2[S:12][C:2]([Br:1])=[CH:3][C:4]=2[CH:8]=1)=[O:11])[C:16]([N:18]1[CH2:21][CH:20]([OH:22])[CH2:19]1)=[O:17])[C:24]1[CH:29]=[CH:28][CH:27]=[CH:26][CH:25]=1, predict the reactants needed to synthesize it. The reactants are: [Br:1][C:2]1[S:12][C:5]2[NH:6][C:7]([C:9]([OH:11])=O)=[CH:8][C:4]=2[CH:3]=1.Cl.[NH2:14][C@@H:15]([CH2:23][C:24]1[CH:29]=[CH:28][CH:27]=[CH:26][CH:25]=1)[C:16]([N:18]1[CH2:21][CH:20]([OH:22])[CH2:19]1)=[O:17]. (4) Given the product [NH2:1][C:2]1[N:7]([C:8]2[C:13]([F:14])=[CH:12][C:11]([CH2:15][CH2:16][NH:33][C:32]([CH3:31])([C:35]([O:37][CH:38]3[CH2:39][CH2:40][CH2:41][CH2:42]3)=[O:36])[CH3:34])=[CH:10][C:9]=2[F:18])[C:6](=[O:19])[CH:5]=[CH:4][C:3]=1[C:20](=[O:29])[C:21]1[CH:26]=[CH:25][C:24]([F:27])=[CH:23][C:22]=1[F:28], predict the reactants needed to synthesize it. The reactants are: [NH2:1][C:2]1[N:7]([C:8]2[C:13]([F:14])=[CH:12][C:11]([CH2:15][CH:16]=O)=[CH:10][C:9]=2[F:18])[C:6](=[O:19])[CH:5]=[CH:4][C:3]=1[C:20](=[O:29])[C:21]1[CH:26]=[CH:25][C:24]([F:27])=[CH:23][C:22]=1[F:28].Cl.[CH3:31][C:32]([C:35]([O:37][CH:38]1[CH2:42][CH2:41][CH2:40][CH2:39]1)=[O:36])([CH3:34])[NH2:33]. (5) Given the product [CH2:1]1[CH:9]2[N:4]([CH2:5][CH:6]=[C:7]([C:10]3[C:18]4[C:13](=[CH:14][CH:15]=[N:16][CH:17]=4)[N:12]([S:29]([C:19]4[C:28]5[C:23](=[CH:24][CH:25]=[CH:26][CH:27]=5)[CH:22]=[CH:21][CH:20]=4)(=[O:31])=[O:30])[CH:11]=3)[CH2:8]2)[CH2:3][CH2:2]1, predict the reactants needed to synthesize it. The reactants are: [CH2:1]1[CH:9]2[N:4]([CH2:5][CH:6]=[C:7]([C:10]3[C:18]4[C:13](=[CH:14][CH:15]=[N:16][CH:17]=4)[NH:12][CH:11]=3)[CH2:8]2)[CH2:3][CH2:2]1.[C:19]1([S:29](Cl)(=[O:31])=[O:30])[C:28]2[C:23](=[CH:24][CH:25]=[CH:26][CH:27]=2)[CH:22]=[CH:21][CH:20]=1.C[Si]([N-][Si](C)(C)C)(C)C.[Na+].